From a dataset of Forward reaction prediction with 1.9M reactions from USPTO patents (1976-2016). Predict the product of the given reaction. (1) Given the reactants Cl.Cl.[F:3][C:4]1[CH:5]=[C:6]([C@@H:11]2[CH2:15][N:14]([C@@H:16]([CH2:21][O:22][CH3:23])[C:17]([F:20])([F:19])[F:18])[CH2:13][C@H:12]2[NH2:24])[CH:7]=[CH:8][C:9]=1[F:10].[CH2:25]([O:27][C:28]1[C:32]([CH3:33])=[C:31]([NH:34][C:35](=O)[O:36]C2C=CC=CC=2)[N:30]([C:44]2[CH:49]=[CH:48][CH:47]=[CH:46][CH:45]=2)[N:29]=1)[CH3:26].CCN(C(C)C)C(C)C, predict the reaction product. The product is: [F:3][C:4]1[CH:5]=[C:6]([C@@H:11]2[CH2:15][N:14]([C@@H:16]([CH2:21][O:22][CH3:23])[C:17]([F:18])([F:19])[F:20])[CH2:13][C@H:12]2[NH:24][C:35]([NH:34][C:31]2[N:30]([C:44]3[CH:49]=[CH:48][CH:47]=[CH:46][CH:45]=3)[N:29]=[C:28]([O:27][CH2:25][CH3:26])[C:32]=2[CH3:33])=[O:36])[CH:7]=[CH:8][C:9]=1[F:10]. (2) Given the reactants [CH:1]1([C:6]([N:8]2[CH2:13][CH:12]([C:14]3[CH:19]=[CH:18][C:17]([CH2:20][CH3:21])=[CH:16][CH:15]=3)[CH2:11][CH:10]([C:22]([OH:24])=O)[CH2:9]2)=[O:7])[CH2:5][CH2:4][CH2:3][CH2:2]1.O[NH:26][C:27]([C:29]1[CH:34]=[CH:33][CH:32]=[CH:31][N:30]=1)=[NH:28], predict the reaction product. The product is: [CH:1]1([C:6]([N:8]2[CH2:13][CH:12]([C:14]3[CH:15]=[CH:16][C:17]([CH2:18][CH3:19])=[CH:20][CH:21]=3)[CH2:11][CH:10]([C:22]3[O:24][N:28]=[C:27]([C:29]4[CH:34]=[CH:33][CH:32]=[CH:31][N:30]=4)[N:26]=3)[CH2:9]2)=[O:7])[CH2:5][CH2:4][CH2:3][CH2:2]1. (3) Given the reactants BrC1C([C@@H](NC(=O)CN2C3C(F)(F)CCC(F)(F)C=3C(C(F)F)=N2)CC2C=C(F)C=C(F)C=2)=NC=C(Br)C=1.[NH2:39][C@H:40]([C:50]1[C:55]([C:56]2[CH:57]=[CH:58][C:59]([Cl:71])=[C:60]3[C:64]=2[N:63]([CH3:65])[N:62]=[C:61]3[NH:66][S:67]([CH3:70])(=[O:69])=[O:68])=[CH:54][CH:53]=[C:52]([C:72]#[C:73][C:74]([OH:77])([CH3:76])[CH3:75])[N:51]=1)[CH2:41][C:42]1[CH:47]=[C:46]([F:48])[CH:45]=[C:44]([F:49])[CH:43]=1.[CH3:78][C:79]1[CH:87]=[CH:86][C:85]([CH3:88])=[C:84]2[C:80]=1[CH:81]([CH2:90][C:91](O)=[O:92])[C:82](=[O:89])[NH:83]2, predict the reaction product. The product is: [Cl:71][C:59]1[CH:58]=[CH:57][C:56]([C:55]2[C:50]([C@@H:40]([NH:39][C:91](=[O:92])[CH2:90][CH:81]3[C:80]4[C:84](=[C:85]([CH3:88])[CH:86]=[CH:87][C:79]=4[CH3:78])[NH:83][C:82]3=[O:89])[CH2:41][C:42]3[CH:47]=[C:46]([F:48])[CH:45]=[C:44]([F:49])[CH:43]=3)=[N:51][C:52]([C:72]#[C:73][C:74]([OH:77])([CH3:75])[CH3:76])=[CH:53][CH:54]=2)=[C:64]2[C:60]=1[C:61]([NH:66][S:67]([CH3:70])(=[O:68])=[O:69])=[N:62][N:63]2[CH3:65].